Task: Regression. Given a target protein amino acid sequence and a drug SMILES string, predict the binding affinity score between them. We predict pIC50 (pIC50 = -log10(IC50 in M); higher means more potent). Dataset: bindingdb_ic50.. Dataset: Drug-target binding data from BindingDB using IC50 measurements The compound is CC1C/C(=C\c2ccc3ncsc3c2)C(=O)O1. The target protein (Q92630) has sequence MLTRKPSAAAPAAYPTGRGGDSAVRQLQASPGLGAGATRSGVGTGPPSPIALPPLRASNAAAAAHTIGGSKHTMNDHLHVGSHAHGQIQVQQLFEDNSNKRTVLTTQPNGLTTVGKTGLPVVPERQLDSIHRRQGSSTSLKSMEGMGKVKATPMTPEQAMKQYMQKLTAFEHHEIFSYPEIYFLGLNAKKRQGMTGGPNNGGYDDDQGSYVQVPHDHVAYRYEVLKVIGKGSFGQVVKAYDHKVHQHVALKMVRNEKRFHRQAAEEIRILEHLRKQDKDNTMNVIHMLENFTFRNHICMTFELLSMNLYELIKKNKFQGFSLPLVRKFAHSILQCLDALHKNRIIHCDLKPENILLKQQGRSGIKVIDFGSSCYEHQRVYTYIQSRFYRAPEVILGARYGMPIDMWSLGCILAELLTGYPLLPGEDEGDQLACMIELLGMPSQKLLDASKRAKNFVSSKGYPRYCTVTTLSDGSVVLNGGRSRRGKLRGPPESREWGNAL.... The pIC50 is 5.0.